Dataset: Peptide-MHC class I binding affinity with 185,985 pairs from IEDB/IMGT. Task: Regression. Given a peptide amino acid sequence and an MHC pseudo amino acid sequence, predict their binding affinity value. This is MHC class I binding data. The peptide sequence is RRDNRGGF. The MHC is Mamu-B08 with pseudo-sequence Mamu-B08. The binding affinity (normalized) is 0.416.